Task: Predict which catalyst facilitates the given reaction.. Dataset: Catalyst prediction with 721,799 reactions and 888 catalyst types from USPTO Reactant: F[B-](F)(F)F.[CH2:6]([O+](CC)CC)[CH3:7].[N:13]1([C:18]2([C:21](N)=[O:22])[CH2:20][CH2:19]2)[CH2:17][CH2:16][CH2:15][CH2:14]1.P([O-])([O-])(O)=[O:25].[Na+].[Na+].C(=O)([O-])[O-].[Na+].[Na+]. Product: [N:13]1([C:18]2([C:21]([O:22][CH2:6][CH3:7])=[O:25])[CH2:20][CH2:19]2)[CH2:17][CH2:16][CH2:15][CH2:14]1. The catalyst class is: 4.